The task is: Predict the reactants needed to synthesize the given product.. This data is from Full USPTO retrosynthesis dataset with 1.9M reactions from patents (1976-2016). (1) Given the product [F:1][C:2]1[CH:3]=[C:4](/[CH:8]=[CH:9]/[C:10]([O:12][CH3:18])=[O:11])[CH:5]=[CH:6][CH:7]=1, predict the reactants needed to synthesize it. The reactants are: [F:1][C:2]1[CH:3]=[C:4](/[CH:8]=[CH:9]/[C:10]([OH:12])=[O:11])[CH:5]=[CH:6][CH:7]=1.OS(O)(=O)=O.[C:18]([O-])([O-])=O.[Na+].[Na+]. (2) Given the product [NH2:16][CH2:15][C:12]1[CH:13]=[CH:14][C:9]([S:6]([NH:5][C:1]([CH3:3])([CH3:2])[CH3:4])(=[O:8])=[O:7])=[CH:10][C:11]=1[CH3:17], predict the reactants needed to synthesize it. The reactants are: [C:1]([NH:5][S:6]([C:9]1[CH:14]=[CH:13][C:12]([C:15]#[N:16])=[C:11]([CH3:17])[CH:10]=1)(=[O:8])=[O:7])([CH3:4])([CH3:3])[CH3:2].Cl.